Dataset: Experimentally validated miRNA-target interactions with 360,000+ pairs, plus equal number of negative samples. Task: Binary Classification. Given a miRNA mature sequence and a target amino acid sequence, predict their likelihood of interaction. (1) The miRNA is hsa-miR-3940-3p with sequence CAGCCCGGAUCCCAGCCCACUU. The protein sequence of the target gene is MSSLYYANALFSKYPAASSVFAPGAFPEQTSCAFASNPQRPGYGAGPGAPFSASVQGLYSGGGAMAGQSAAGVYAAGYGLEPSSFNMHCAPFEQNLSGVCPGDPAKAAGAKEQRDSDLAAESNFRIYPWMRSSGPDRKRGRQTYTRYQTLELEKEFHYNRYLTRRRRIEIAHTLCLTERQIKIWFQNRRMKWKKENKTSGPGTTGQDKAEAEEEEEE. Result: 0 (no interaction). (2) The protein sequence of the target gene is MANPKEKTAMCLVNELARFNRVQPQYKLLNERGPAHSKMFSVQLSLGEQTWESEGSSIKKAQQAVANKALTESTLPKPVQKPPKSNVNNNPGSITPTVELNGLAMKRGEPAIYRPLDPKPFPNYRANYNFRGMYNQRYHCPVPKIFYVQLTVGNNEFFGEGKTRQAARHNAAMKALQALQNEPIPERSPQNGESGKDVDDDKDANKSEISLVFEIALKRNMPVSFEVIKESGPPHMKSFVTRVSVGEFSAEGEGNSKKLSKKRAATTVLQELKKLPPLPVVEKPKLFFKKRPKTIVKAGP.... The miRNA is hsa-miR-122-5p with sequence UGGAGUGUGACAAUGGUGUUUG. Result: 1 (interaction). (3) The miRNA is hsa-miR-3187-3p with sequence UUGGCCAUGGGGCUGCGCGG. The protein sequence of the target gene is MNMKQKSVYQQTKALLCKNFLKKWRMKRESLLEWGLSILLGLCIALFSSSMRNVQFPGMAPQNLGRVDKFNSSSLMVVYTPISNLTQQIMNKTALAPLLKGTSVIGAPNKTHMDEILLENLPYAMGIIFNETFSYKLIFFQGYNSPLWKEDFSAHCWDGYGEFSCTLTKYWNRGFVALQTAINTAIIEITTNHPVMEELMSVTAITMKTLPFITKNLLHNEMFILFFLLHFSPLVYFISLNVTKERKKSKNLMKMMGLQDSAFWLSWGLIYAGFIFIISIFVTIIITFTQIIVMTGFMVI.... Result: 1 (interaction). (4) Result: 1 (interaction). The protein sequence of the target gene is MLWEETGAAPAPARASDLPYRISSDHLKKEEKMTMMAHQYPSWIFINEKTFITREQLNSLLKTYNIFYENQKNLHILYGETEDGKLIVEGMLDIFWGVKRPIQLKIQDEKPFSSFTSMKSSDVFSSKGMTRWGEFDDLYRISELDRTQIPMSEKRNSQEDYLSYHSNTLKPHAKDEPDSPVLYRTMSEAALVRKRMKPLMMDRKERQKNRASINGHFYNHETSIFIPAFESETKVRVNSNMRTEEVIKQLLQKFKIENSPQDFALHIIFATGEQRRLKKTDIPLLQRLLQGPSEKNARIF.... The miRNA is hsa-miR-4740-3p with sequence GCCCGAGAGGAUCCGUCCCUGC. (5) Result: 0 (no interaction). The protein sequence of the target gene is MGHLLSKEPRNRPSQKRPRCCSWCRRRRPLLRLPRRTPAKVPPQPAAPRSRDCFFRGPCMLCFIVHSPGAPAPAGPEEEPPLSPPPRDGAYAAASSSQHLARRYAALAAEDCAAAARRFLLSSAAAAAAAAASASSPASCCKELGLAAAAAWEQQGRSLFLASLGPVRFLGPPAAVQLFRGPTPSPAELPTPPEMVCKRKGAGVPACTPCKQPRCGGGGCGGGGGGGGGGGPAGGGASPPRPPDAGCCQAPEQPPQPLCPPPSSPTSEGAPTEAGGDAVRAGGTAPLSAQQQHECGDADC.... The miRNA is hsa-miR-5006-5p with sequence UUGCCAGGGCAGGAGGUGGAA. (6) The miRNA is hsa-miR-4716-5p with sequence UCCAUGUUUCCUUCCCCCUUCU. The protein sequence of the target gene is MALRKRSPHGLGFLCCFGGSDLPEIDLRDSHPLQYLEFSGPIPNPEELNVRFAELVDELDLTDKNREAVFALPPEKKWQIYCSKRKEQEDPNKLATSWPEYYIDRINAMAAMQNLYETEDEETDKRNQVVEDLKTALRTQPMRFVTRFIDLEGLTCLLNFLRGMDHTTCESRIHTSLIGCIKALMNNSQGRAHVLAQPEAISIIAQSLRTENSKTKVAVLEILGAVCLVPGGHKKVLQAMLHYQAYAAERTRFQTLLNELDRSLGRYRDEVNLKTAIMSFINAVLNAGAGEDNLEFRLHL.... Result: 0 (no interaction).